From a dataset of Peptide-MHC class I binding affinity with 185,985 pairs from IEDB/IMGT. Regression. Given a peptide amino acid sequence and an MHC pseudo amino acid sequence, predict their binding affinity value. This is MHC class I binding data. The peptide sequence is MEKTHNLMA. The MHC is HLA-C04:01 with pseudo-sequence HLA-C04:01. The binding affinity (normalized) is 0.213.